Dataset: Forward reaction prediction with 1.9M reactions from USPTO patents (1976-2016). Task: Predict the product of the given reaction. (1) The product is: [CH3:1][O:2][C:3](=[O:33])[C:4]1[CH:9]=[C:8]([O:10][C:11]2[CH:16]=[CH:15][C:14]([NH:17][S:34]([C:37]3[CH:43]=[CH:42][C:40]([CH3:41])=[CH:39][CH:38]=3)(=[O:36])=[O:35])=[C:13]([C:18]([F:19])([F:21])[F:20])[CH:12]=2)[CH:7]=[CH:6][C:5]=1[NH:22][S:23]([C:26]1[CH:27]=[CH:28][C:29]([CH3:32])=[CH:30][CH:31]=1)(=[O:25])=[O:24]. Given the reactants [CH3:1][O:2][C:3](=[O:33])[C:4]1[CH:9]=[C:8]([O:10][C:11]2[CH:16]=[CH:15][C:14]([NH2:17])=[C:13]([C:18]([F:21])([F:20])[F:19])[CH:12]=2)[CH:7]=[CH:6][C:5]=1[NH:22][S:23]([C:26]1[CH:31]=[CH:30][C:29]([CH3:32])=[CH:28][CH:27]=1)(=[O:25])=[O:24].[S:34](Cl)([C:37]1[CH:43]=[CH:42][C:40]([CH3:41])=[CH:39][CH:38]=1)(=[O:36])=[O:35].N1C=CC=CC=1, predict the reaction product. (2) The product is: [CH2:1]([O:3][C:4]1[CH:9]=[CH:8][N:7]=[C:6]([C:24]([OH:26])=[O:25])[C:5]=1[OH:10])[CH3:2]. Given the reactants [CH2:1]([O:3][C:4]1[CH:9]=[CH:8][N:7]=[CH:6][C:5]=1[O:10]COCC[Si](C)(C)C)[CH3:2].[Li]C(C)(C)C.[C:24](=[O:26])=[O:25], predict the reaction product. (3) Given the reactants [CH3:1][N:2]1[C:6]2[CH:7]=[CH:8][C:9]([N:11]3[CH:16]=[C:15]([C:17]([O:19]CC)=[O:18])[C:14](=[O:22])[N:13]([CH:23]4[C:31]5[C:26](=[C:27]([C:32]([F:35])([F:34])[F:33])[CH:28]=[CH:29][CH:30]=5)[CH2:25][CH2:24]4)[C:12]3=[O:36])=[CH:10][C:5]=2[N:4]([CH3:37])[C:3]1=[O:38].C(=O)([O-])O.[Na+].Cl, predict the reaction product. The product is: [CH3:1][N:2]1[C:6]2[CH:7]=[CH:8][C:9]([N:11]3[CH:16]=[C:15]([C:17]([OH:19])=[O:18])[C:14](=[O:22])[N:13]([CH:23]4[C:31]5[C:26](=[C:27]([C:32]([F:35])([F:34])[F:33])[CH:28]=[CH:29][CH:30]=5)[CH2:25][CH2:24]4)[C:12]3=[O:36])=[CH:10][C:5]=2[N:4]([CH3:37])[C:3]1=[O:38].